The task is: Regression/Classification. Given a drug SMILES string, predict its absorption, distribution, metabolism, or excretion properties. Task type varies by dataset: regression for continuous measurements (e.g., permeability, clearance, half-life) or binary classification for categorical outcomes (e.g., BBB penetration, CYP inhibition). Dataset: cyp2c9_veith.. This data is from CYP2C9 inhibition data for predicting drug metabolism from PubChem BioAssay. (1) The compound is CC(C)CN(CC(C)C)C1=N/C(=C\c2ccco2)C(=O)N1c1ccccc1. The result is 1 (inhibitor). (2) The compound is O=C(O)C1CCC(=O)N(C2CC2)C1c1ccccc1. The result is 0 (non-inhibitor). (3) The compound is Cc1ccc(/C=N/n2nnnc2N)cc1[N+](=O)[O-]. The result is 0 (non-inhibitor). (4) The molecule is CN(Cc1ccccc1)Cn1ccnc1. The result is 1 (inhibitor). (5) The compound is Cc1nnc(-c2cccc(Br)c2)c2cn(-c3ccc(Br)cc3)nc12. The result is 1 (inhibitor).